From a dataset of Catalyst prediction with 721,799 reactions and 888 catalyst types from USPTO. Predict which catalyst facilitates the given reaction. (1) Reactant: [CH3:1][O:2][C:3]1[C:10]([O:11][CH2:12][CH2:13][CH2:14][O:15][CH3:16])=[CH:9][C:6]([CH:7]=[O:8])=[C:5]([CH3:17])[CH:4]=1.C([OH:22])(C)(C)C.C(Cl)Cl.CC(=CC)C.[O-]Cl=O.[Na+]. Product: [CH3:1][O:2][C:3]1[C:10]([O:11][CH2:12][CH2:13][CH2:14][O:15][CH3:16])=[CH:9][C:6]([C:7]([OH:22])=[O:8])=[C:5]([CH3:17])[CH:4]=1. The catalyst class is: 809. (2) The catalyst class is: 1. Reactant: [Br:1][C:2]1[CH:7]=[CH:6][C:5]([NH:8][C:9](=[O:12])[CH2:10]Cl)=[C:4]([C:13]([OH:20])([C:15]2[S:16][CH:17]=[CH:18][CH:19]=2)[CH3:14])[CH:3]=1.[Cl-].[NH4+].C(OCC)(=O)C. Product: [Br:1][C:2]1[CH:7]=[CH:6][C:5]2[NH:8][C:9](=[O:12])[CH2:10][O:20][C:13]([CH3:14])([C:15]3[S:16][CH:17]=[CH:18][CH:19]=3)[C:4]=2[CH:3]=1. (3) Reactant: [Cl:1]C(OC(Cl)C)=O.C([N:15]1[CH2:20][CH2:19][C:18]([F:22])([F:21])[CH2:17][CH2:16]1)C1C=CC=CC=1. Product: [ClH:1].[F:21][C:18]1([F:22])[CH2:19][CH2:20][NH:15][CH2:16][CH2:17]1. The catalyst class is: 4. (4) Reactant: [CH:1]1[C:6]([NH2:7])=[CH:5][CH:4]=[C:3]([NH2:8])[CH:2]=1.[C:9]1([N:15]=[C:16]=[O:17])[CH:14]=[CH:13][CH:12]=[CH:11][CH:10]=1. Product: [NH2:7][C:6]1[CH:5]=[CH:4][C:3]([NH:8][C:16]([NH:15][C:9]2[CH:14]=[CH:13][CH:12]=[CH:11][CH:10]=2)=[O:17])=[CH:2][CH:1]=1.[CH:5]1[C:6]([NH2:7])=[CH:1][CH:2]=[C:3]([NH2:8])[CH:4]=1. The catalyst class is: 4.